This data is from Reaction yield outcomes from USPTO patents with 853,638 reactions. The task is: Predict the reaction yield, written as a fraction of the theoretical maximum amount of product (1.0 means a 100% yield; for example, 0.34 means a 34% yield). (1) The reactants are [CH2:1]([O:3][P:4]([CH2:9][C:10]1[CH:15]=[CH:14][C:13]([NH:16][C:17]2[N:22]=[C:21](Cl)[C:20]([C:24]([F:27])([F:26])[F:25])=[CH:19][N:18]=2)=[C:12]([O:28][CH3:29])[CH:11]=1)(=[O:8])[O:5][CH2:6][CH3:7])[CH3:2].[NH2:30][C:31]1[CH:32]=[CH:33][CH:34]=[C:35]2[C:39]=1[C:38](=[O:40])[N:37]([OH:41])[CH2:36]2.[C:42]([OH:48])([C:44]([F:47])([F:46])[F:45])=[O:43]. No catalyst specified. The product is [F:45][C:44]([F:47])([F:46])[C:42]([OH:48])=[O:43].[CH2:1]([O:3][P:4]([CH2:9][C:10]1[CH:15]=[CH:14][C:13]([NH:16][C:17]2[N:22]=[C:21]([NH:30][C:31]3[CH:32]=[CH:33][CH:34]=[C:35]4[C:39]=3[C:38](=[O:40])[N:37]([OH:41])[CH2:36]4)[C:20]([C:24]([F:27])([F:26])[F:25])=[CH:19][N:18]=2)=[C:12]([O:28][CH3:29])[CH:11]=1)(=[O:8])[O:5][CH2:6][CH3:7])[CH3:2]. The yield is 0.0700. (2) The reactants are [CH3:1][C:2]1[CH:3]=[C:4]([NH2:9])[C:5]([NH2:8])=[CH:6][CH:7]=1.[CH:10]([CH:12]=O)=O. The catalyst is C(O)(C)C. The product is [CH3:1][C:2]1[CH:3]=[C:4]2[C:5](=[CH:6][CH:7]=1)[N:8]=[CH:12][CH:10]=[N:9]2. The yield is 0.930. (3) The reactants are [C:1]([O:5][C:6](=[O:20])[N:7]([CH2:13][C:14]1[CH:19]=[CH:18][CH:17]=[CH:16][CH:15]=1)[CH2:8][CH2:9][CH2:10][CH2:11][OH:12])([CH3:4])([CH3:3])[CH3:2].[Cr](O[Cr]([O-])(=O)=O)([O-])(=O)=[O:22].[NH+]1C=CC=CC=1.[NH+]1C=CC=CC=1.O.Cl. The catalyst is CN(C)C=O. The product is [CH2:13]([N:7]([C:6]([O:5][C:1]([CH3:4])([CH3:2])[CH3:3])=[O:20])[CH2:8][CH2:9][CH2:10][C:11]([OH:22])=[O:12])[C:14]1[CH:19]=[CH:18][CH:17]=[CH:16][CH:15]=1. The yield is 0.400. (4) The reactants are [NH2:1][C:2]1[O:3][CH2:4][C:5]2([N:23]=1)[C@@H:18]1[C@H:13]([CH2:14][CH2:15][C:16]([CH2:20][CH3:21])([OH:19])[CH2:17]1)[O:12][C:11]1[C:6]2=[CH:7][C:8](Br)=[CH:9][CH:10]=1.[Cl:24][C:25]1[CH:26]=[C:27](B(O)O)[CH:28]=[N:29][CH:30]=1.C([O-])([O-])=O.[Na+].[Na+]. The catalyst is O1CCOCC1.C1C=CC([P]([Pd]([P](C2C=CC=CC=2)(C2C=CC=CC=2)C2C=CC=CC=2)([P](C2C=CC=CC=2)(C2C=CC=CC=2)C2C=CC=CC=2)[P](C2C=CC=CC=2)(C2C=CC=CC=2)C2C=CC=CC=2)(C2C=CC=CC=2)C2C=CC=CC=2)=CC=1. The product is [NH2:1][C:2]1[O:3][CH2:4][C@:5]2([N:23]=1)[C@@H:18]1[C@H:13]([CH2:14][CH2:15][C:16]([CH2:20][CH3:21])([OH:19])[CH2:17]1)[O:12][C:11]1[C:6]2=[CH:7][C:8]([C:27]2[CH:28]=[N:29][CH:30]=[C:25]([Cl:24])[CH:26]=2)=[CH:9][CH:10]=1.[NH2:1][C:2]1[O:3][CH2:4][C@@:5]2([N:23]=1)[C@@H:18]1[C@H:13]([CH2:14][CH2:15][C:16]([CH2:20][CH3:21])([OH:19])[CH2:17]1)[O:12][C:11]1[C:6]2=[CH:7][C:8]([C:27]2[CH:28]=[N:29][CH:30]=[C:25]([Cl:24])[CH:26]=2)=[CH:9][CH:10]=1. The yield is 0.166. (5) The reactants are [F:1][C:2]1[CH:3]=[C:4]2[C:9](=[CH:10][CH:11]=1)[N:8]=[C:7]([C:12]1[CH:17]=[CH:16][CH:15]=[CH:14][C:13]=1[OH:18])[N:6]=[C:5]2[N:19]1[CH2:24][CH2:23][N:22]([C:25](=[O:33])[C@H:26]([OH:32])[CH2:27][C:28]([CH3:31])([CH3:30])[CH3:29])[CH2:21][CH2:20]1.[ClH:34].CCOCC. The catalyst is C(Cl)Cl. The product is [ClH:34].[F:1][C:2]1[CH:3]=[C:4]2[C:9](=[CH:10][CH:11]=1)[N:8]=[C:7]([C:12]1[CH:17]=[CH:16][CH:15]=[CH:14][C:13]=1[OH:18])[N:6]=[C:5]2[N:19]1[CH2:24][CH2:23][N:22]([C:25](=[O:33])[C@H:26]([OH:32])[CH2:27][C:28]([CH3:29])([CH3:30])[CH3:31])[CH2:21][CH2:20]1. The yield is 0.920.